This data is from Forward reaction prediction with 1.9M reactions from USPTO patents (1976-2016). The task is: Predict the product of the given reaction. (1) Given the reactants [CH2:1]([N:8]1[CH:12]=[C:11]([CH:13]=O)[C:10]([CH:15]([CH2:18][CH3:19])[CH2:16][CH3:17])=[N:9]1)[C:2]1[CH:7]=[CH:6][CH:5]=[CH:4][CH:3]=1.C(OP([CH2:28][C:29]([O:31][CH2:32][CH3:33])=[O:30])(OCC)=O)C.CN(C)C=O.[H-].[Na+], predict the reaction product. The product is: [CH2:1]([N:8]1[CH:12]=[C:11](/[CH:13]=[CH:28]/[C:29]([O:31][CH2:32][CH3:33])=[O:30])[C:10]([CH:15]([CH2:18][CH3:19])[CH2:16][CH3:17])=[N:9]1)[C:2]1[CH:7]=[CH:6][CH:5]=[CH:4][CH:3]=1. (2) Given the reactants [NH2:1][C:2]1[CH:11]=[C:10]([C:12]2[CH:17]=[CH:16][CH:15]=[CH:14][CH:13]=2)[C:9]2[C:4](=[CH:5][C:6]([S:18][C:19]3[CH:20]=[C:21]([C:25]4(C#N)[CH2:30][CH2:29][O:28][CH2:27][CH2:26]4)[CH:22]=[CH:23][CH:24]=3)=[CH:7][CH:8]=2)[N:3]=1.Cl[CH2:34][CH:35]=O.[O:37]1CCOCC1, predict the reaction product. The product is: [C:12]1([C:10]2[C:9]3[C:4](=[CH:5][C:6]([S:18][C:19]4[CH:20]=[C:21]([C:25]5([OH:37])[CH2:30][CH2:29][O:28][CH2:27][CH2:26]5)[CH:22]=[CH:23][CH:24]=4)=[CH:7][CH:8]=3)[N:3]3[CH:34]=[CH:35][N:1]=[C:2]3[CH:11]=2)[CH:13]=[CH:14][CH:15]=[CH:16][CH:17]=1. (3) The product is: [C:9]([C:11]1([C:26]([O:28][CH2:29][CH3:30])=[O:27])[CH2:4][CH:12]1[CH:13]1[CH2:18][CH2:17][N:16]([C:19]([O:21][C:22]([CH3:23])([CH3:24])[CH3:25])=[O:20])[CH2:15][CH2:14]1)#[N:10]. Given the reactants [H-].[Na+].[I-].[CH3:4][S+](C)(C)=O.[C:9]([C:11]([C:26]([O:28][CH2:29][CH3:30])=[O:27])=[CH:12][CH:13]1[CH2:18][CH2:17][N:16]([C:19]([O:21][C:22]([CH3:25])([CH3:24])[CH3:23])=[O:20])[CH2:15][CH2:14]1)#[N:10].[Cl-].[NH4+], predict the reaction product. (4) Given the reactants [Cl:1][C:2]1[CH:3]=[C:4]([CH:16]=[CH:17][CH:18]=1)[CH2:5][O:6][CH2:7][C:8]1[O:12][N:11]=[C:10]([C:13]([OH:15])=O)[CH:9]=1.[O:19]1[CH2:24][CH2:23][CH:22]([CH2:25][NH2:26])[CH2:21][CH2:20]1.O1CCCC1.F[P-](F)(F)(F)(F)F.N1(O[P+](N2CCCC2)(N2CCCC2)N2CCCC2)C2C=CC=CC=2N=N1, predict the reaction product. The product is: [O:19]1[CH2:24][CH2:23][CH:22]([CH2:25][NH:26][C:13]([C:10]2[CH:9]=[C:8]([CH2:7][O:6][CH2:5][C:4]3[CH:16]=[CH:17][CH:18]=[C:2]([Cl:1])[CH:3]=3)[O:12][N:11]=2)=[O:15])[CH2:21][CH2:20]1. (5) Given the reactants [CH2:1]([C:8]1[C:9]([CH3:21])=[N:10][C:11]2[N:12]([N:15]=[CH:16][C:17]=2[C:18](O)=[O:19])[C:13]=1[CH3:14])[C:2]1[CH:7]=[CH:6][CH:5]=[CH:4][CH:3]=1.C(N(CC)C(C)C)(C)C.CCCP1(OP(CCC)(=O)OP(CCC)(=O)O1)=O.[CH3:49][O:50][CH2:51][CH2:52][NH2:53], predict the reaction product. The product is: [CH2:1]([C:8]1[C:9]([CH3:21])=[N:10][C:11]2[N:12]([N:15]=[CH:16][C:17]=2[C:18]([NH:53][CH2:52][CH2:51][O:50][CH3:49])=[O:19])[C:13]=1[CH3:14])[C:2]1[CH:7]=[CH:6][CH:5]=[CH:4][CH:3]=1. (6) Given the reactants [F:1][C:2]1[CH:22]=[CH:21][C:5]([CH2:6][N:7]2[C:11](=[O:12])[N:10]([C:13]3[S:14][C:15]([C:19]#[N:20])=[C:16]([CH3:18])[N:17]=3)[CH:9]=[N:8]2)=[CH:4][CH:3]=1.[N-:23]=[N+:24]=[N-:25].[Na+].[Cl-].[NH4+], predict the reaction product. The product is: [F:1][C:2]1[CH:22]=[CH:21][C:5]([CH2:6][N:7]2[C:11](=[O:12])[N:10]([C:13]3[S:14][C:15]([C:19]4[N:23]=[N:24][NH:25][N:20]=4)=[C:16]([CH3:18])[N:17]=3)[CH:9]=[N:8]2)=[CH:4][CH:3]=1.